This data is from Forward reaction prediction with 1.9M reactions from USPTO patents (1976-2016). The task is: Predict the product of the given reaction. (1) Given the reactants [NH2:1][C:2]1[CH:31]=[CH:30][C:5]([CH2:6][C:7]2[N:12]=[C:11]([Cl:13])[C:10]([CH2:14][C:15]([O:17][CH3:18])=[O:16])=[C:9]([N:19]([CH2:21][C:22]([NH:24][CH:25]3[CH2:29][CH2:28][CH2:27][CH2:26]3)=[O:23])[CH3:20])[N:8]=2)=[CH:4][CH:3]=1.[CH:32]1([CH:38]=O)[CH2:37][CH2:36][CH2:35][CH2:34][CH2:33]1.C(O)(=O)C.C(O[BH-](OC(=O)C)OC(=O)C)(=O)C.[Na+].[OH-].[Na+], predict the reaction product. The product is: [Cl:13][C:11]1[C:10]([CH2:14][C:15]([O:17][CH3:18])=[O:16])=[C:9]([N:19]([CH2:21][C:22]([NH:24][CH:25]2[CH2:29][CH2:28][CH2:27][CH2:26]2)=[O:23])[CH3:20])[N:8]=[C:7]([CH2:6][C:5]2[CH:30]=[CH:31][C:2]([NH:1][CH2:38][CH:32]3[CH2:37][CH2:36][CH2:35][CH2:34][CH2:33]3)=[CH:3][CH:4]=2)[N:12]=1. (2) Given the reactants [CH2:1]([N:8]1[CH2:13][CH2:12][N:11]([C:14]([O:16][C:17]([CH3:20])([CH3:19])[CH3:18])=[O:15])[C@H:10]([CH2:21][N:22]([C:26](=[O:34])[CH2:27][CH2:28][C:29]([O:31]CC)=[O:30])[CH:23]([CH3:25])[CH3:24])[CH2:9]1)[C:2]1[CH:7]=[CH:6][CH:5]=[CH:4][CH:3]=1.[OH-].[Li+].Cl.[Cl-].[Na+], predict the reaction product. The product is: [CH2:1]([N:8]1[CH2:13][CH2:12][N:11]([C:14]([O:16][C:17]([CH3:18])([CH3:20])[CH3:19])=[O:15])[C@H:10]([CH2:21][N:22]([CH:23]([CH3:25])[CH3:24])[C:26](=[O:34])[CH2:27][CH2:28][C:29]([OH:31])=[O:30])[CH2:9]1)[C:2]1[CH:7]=[CH:6][CH:5]=[CH:4][CH:3]=1. (3) Given the reactants [NH2:1][C:2]1[CH:7]=[CH:6][C:5]([Br:8])=[CH:4][C:3]=1[C:9]([C:11]1[CH:16]=[CH:15][CH:14]=[CH:13][C:12]=1[F:17])=[O:10].C(=O)(O)[O-].[Na+].[Br:23][CH2:24][C:25](Br)=[O:26], predict the reaction product. The product is: [Br:23][CH2:24][C:25]([NH:1][C:2]1[CH:7]=[CH:6][C:5]([Br:8])=[CH:4][C:3]=1[C:9](=[O:10])[C:11]1[CH:16]=[CH:15][CH:14]=[CH:13][C:12]=1[F:17])=[O:26]. (4) Given the reactants CS(O[CH:6]([C:8]1[N:9]([C:17]2[CH:22]=[CH:21][CH:20]=[C:19]([F:23])[CH:18]=2)[C:10]2[C:15]([CH:16]=1)=[CH:14][CH:13]=[CH:12][CH:11]=2)[CH3:7])(=O)=O.[N-:24]=[N+:25]=[N-:26].[Na+], predict the reaction product. The product is: [N:24]([CH:6]([C:8]1[N:9]([C:17]2[CH:22]=[CH:21][CH:20]=[C:19]([F:23])[CH:18]=2)[C:10]2[C:15]([CH:16]=1)=[CH:14][CH:13]=[CH:12][CH:11]=2)[CH3:7])=[N+:25]=[N-:26]. (5) Given the reactants [C:1]([N:5]1[C:9]([CH:10]2[CH2:12][CH2:11]2)=[C:8]([C:13]([OH:15])=O)[CH:7]=[N:6]1)([CH3:4])([CH3:3])[CH3:2].C(Cl)(=O)C(Cl)=O.CN(C)C=O.[NH2:27][C:28]1[CH:29]=[C:30]([CH:49]=[CH:50][CH:51]=1)[O:31][C:32]1[CH:46]=[CH:45][C:35]2[N:36]=[C:37]([NH:39][C:40]([CH:42]3[CH2:44][CH2:43]3)=[O:41])[S:38][C:34]=2[C:33]=1[C:47]#[N:48], predict the reaction product. The product is: [C:1]([N:5]1[C:9]([CH:10]2[CH2:11][CH2:12]2)=[C:8]([C:13]([NH:27][C:28]2[CH:51]=[CH:50][CH:49]=[C:30]([O:31][C:32]3[CH:46]=[CH:45][C:35]4[N:36]=[C:37]([NH:39][C:40]([CH:42]5[CH2:44][CH2:43]5)=[O:41])[S:38][C:34]=4[C:33]=3[C:47]#[N:48])[CH:29]=2)=[O:15])[CH:7]=[N:6]1)([CH3:2])([CH3:3])[CH3:4].